Dataset: Full USPTO retrosynthesis dataset with 1.9M reactions from patents (1976-2016). Task: Predict the reactants needed to synthesize the given product. (1) Given the product [CH2:18]([NH:20][C:21](=[O:35])[C:22]1[CH:27]=[CH:26][C:25]([N:28]2[CH2:29][CH2:30][N:31]([CH2:2][C:3]3[CH:12]=[N:11][C:10]4[N:9]5[CH2:13][CH2:14][CH2:15][C@H:8]5[C:7](=[O:16])[NH:6][C:5]=4[CH:4]=3)[CH2:32][CH2:33]2)=[C:24]([CH3:34])[CH:23]=1)[CH3:19], predict the reactants needed to synthesize it. The reactants are: O[CH2:2][C:3]1[CH:12]=[N:11][C:10]2[N:9]3[CH2:13][CH2:14][CH2:15][C@H:8]3[C:7](=[O:16])[NH:6][C:5]=2[CH:4]=1.Cl.[CH2:18]([NH:20][C:21](=[O:35])[C:22]1[CH:27]=[CH:26][C:25]([N:28]2[CH2:33][CH2:32][NH:31][CH2:30][CH2:29]2)=[C:24]([CH3:34])[CH:23]=1)[CH3:19].[I-].C(C[P+](C)(C)C)#N.C(N(CC)C(C)C)(C)C. (2) Given the product [Cl:1][C:2]1[CH:7]=[CH:6][C:5]([CH:8]2[CH2:13][C:12](=[O:14])[NH:11][C:10]([CH3:15])=[C:9]2[C:16]([NH:18][C:19]2[CH:20]=[C:21]3[C:25](=[CH:26][CH:27]=2)[NH:24][N:23]=[C:22]3[CH3:28])=[O:17])=[CH:4][C:3]=1[OH:29], predict the reactants needed to synthesize it. The reactants are: [Cl:1][C:2]1[CH:7]=[CH:6][C:5]([CH:8]2[CH2:13][C:12](=[O:14])[NH:11][C:10]([CH3:15])=[C:9]2[C:16]([NH:18][C:19]2[CH:20]=[C:21]3[C:25](=[CH:26][CH:27]=2)[NH:24][N:23]=[C:22]3[CH3:28])=[O:17])=[CH:4][C:3]=1[O:29]C.B(Cl)(Cl)Cl.